Dataset: Forward reaction prediction with 1.9M reactions from USPTO patents (1976-2016). Task: Predict the product of the given reaction. (1) The product is: [CH:1]1([N:7]([CH2:16][CH2:17][CH2:18][CH2:19][CH2:20][CH:21]=[O:22])[C:8](=[O:15])[C:9]2[CH:14]=[CH:13][CH:12]=[CH:11][CH:10]=2)[CH2:2][CH2:3][CH2:4][CH2:5][CH2:6]1. Given the reactants [CH:1]1([N:7]([CH2:16][CH2:17][CH2:18][CH2:19][CH2:20][CH2:21][OH:22])[C:8](=[O:15])[C:9]2[CH:14]=[CH:13][CH:12]=[CH:11][CH:10]=2)[CH2:6][CH2:5][CH2:4][CH2:3][CH2:2]1.CC(OI1(OC(C)=O)(OC(C)=O)OC(=O)C2C=CC=CC1=2)=O, predict the reaction product. (2) Given the reactants [OH-].[Na+].[CH3:3][C:4]1[CH:5]=[C:6]([C:21]2[CH:22]=[CH:23][C:24]([NH:27][S:28]([CH2:31][C:32]([O:34]C)=[O:33])(=[O:30])=[O:29])=[N:25][CH:26]=2)[CH:7]=[C:8]([NH:10][C:11]2[N:16]=[C:15]([C:17]([F:20])([F:19])[F:18])[CH:14]=[CH:13][N:12]=2)[CH:9]=1, predict the reaction product. The product is: [CH3:3][C:4]1[CH:5]=[C:6]([C:21]2[CH:22]=[CH:23][C:24]([NH:27][S:28]([CH2:31][C:32]([OH:34])=[O:33])(=[O:29])=[O:30])=[N:25][CH:26]=2)[CH:7]=[C:8]([NH:10][C:11]2[N:16]=[C:15]([C:17]([F:20])([F:18])[F:19])[CH:14]=[CH:13][N:12]=2)[CH:9]=1.